Dataset: Full USPTO retrosynthesis dataset with 1.9M reactions from patents (1976-2016). Task: Predict the reactants needed to synthesize the given product. (1) Given the product [CH2:34]([O:33][CH:28]([O:27][CH2:25][CH3:26])[CH2:29][CH2:30][CH2:31][NH:32][C:2]1[C:3]2[C:10]([C:11]3[CH:16]=[CH:15][C:14]([O:17][CH3:18])=[CH:13][CH:12]=3)=[C:9]([C:19]3[CH:20]=[CH:21][CH:22]=[CH:23][CH:24]=3)[O:8][C:4]=2[N:5]=[CH:6][N:7]=1)[CH3:35], predict the reactants needed to synthesize it. The reactants are: Cl[C:2]1[C:3]2[C:10]([C:11]3[CH:16]=[CH:15][C:14]([O:17][CH3:18])=[CH:13][CH:12]=3)=[C:9]([C:19]3[CH:24]=[CH:23][CH:22]=[CH:21][CH:20]=3)[O:8][C:4]=2[N:5]=[CH:6][N:7]=1.[CH2:25]([O:27][CH:28]([O:33][CH2:34][CH3:35])[CH2:29][CH2:30][CH2:31][NH2:32])[CH3:26].CCN(C(C)C)C(C)C. (2) Given the product [F:24][C:25]1[CH:33]=[CH:32][C:28]([C:29]([NH:1][C:2]2[C:10]3[C:5](=[CH:6][C:7]([CH:11]4[O:16][CH2:15][CH2:14][N:13]([C:17]([O:19][C:20]([CH3:23])([CH3:22])[CH3:21])=[O:18])[CH2:12]4)=[CH:8][CH:9]=3)[NH:4][N:3]=2)=[O:30])=[CH:27][CH:26]=1, predict the reactants needed to synthesize it. The reactants are: [NH2:1][C:2]1[C:10]2[C:5](=[CH:6][C:7]([CH:11]3[O:16][CH2:15][CH2:14][N:13]([C:17]([O:19][C:20]([CH3:23])([CH3:22])[CH3:21])=[O:18])[CH2:12]3)=[CH:8][CH:9]=2)[NH:4][N:3]=1.[F:24][C:25]1[CH:33]=[CH:32][C:28]([C:29](Cl)=[O:30])=[CH:27][CH:26]=1. (3) Given the product [CH:1]1[CH:2]=[CH:3][N:4]2[CH2:10][C:9]3[CH:11]=[CH:12][CH:13]=[CH:14][C:8]=3[N:7]([C:15]([C:17]3[CH:22]=[CH:21][C:20]([C:36]4[CH2:37][CH2:40][CH2:44][CH2:43][CH:42]=4)=[C:19]([CH3:24])[CH:18]=3)=[O:16])[CH2:6][C:5]=12, predict the reactants needed to synthesize it. The reactants are: [CH:1]1[CH:2]=[CH:3][N:4]2[CH2:10][C:9]3[CH:11]=[CH:12][CH:13]=[CH:14][C:8]=3[N:7]([C:15]([C:17]3[CH:22]=[CH:21][C:20](Br)=[C:19]([CH3:24])[CH:18]=3)=[O:16])[CH2:6][C:5]=12.B1(B2O[C:37]([CH3:40])(C)[C:36]([CH3:42])(C)O2)O[C:37](C)([CH3:40])[C:36](C)([CH3:42])O1.[C:43]([O-])(=O)[CH3:44].[K+].